Dataset: Forward reaction prediction with 1.9M reactions from USPTO patents (1976-2016). Task: Predict the product of the given reaction. (1) Given the reactants [OH-].[Na+].[Cl:3][CH2:4][CH2:5][CH2:6][CH:7]([C:12]1[CH:17]=[CH:16][C:15]([N:18]([CH3:20])[CH3:19])=[CH:14][CH:13]=1)[C:8]([O:10]C)=[O:9].Cl, predict the reaction product. The product is: [Cl:3][CH2:4][CH2:5][CH2:6][CH:7]([C:12]1[CH:13]=[CH:14][C:15]([N:18]([CH3:20])[CH3:19])=[CH:16][CH:17]=1)[C:8]([OH:10])=[O:9]. (2) Given the reactants [OH-].[Li+].[CH3:3][O:4][C:5]1[CH:6]=[C:7]([CH:10]=[CH:11][C:12]=1[N:13]1[CH:17]=[C:16]([CH3:18])[N:15]=[CH:14]1)[CH:8]=O.C(OP([CH:27]1[CH2:35][CH2:34][C@@H:33]2[N:29]([C@H:30]([C:36]3[C:37]([F:43])=[N:38][C:39]([F:42])=[CH:40][CH:41]=3)[CH2:31][CH2:32]2)[C:28]1=[O:44])(=O)OCC)C.C(O)C, predict the reaction product. The product is: [F:43][C:37]1[C:36]([C@H:30]2[N:29]3[C@@H:33]([CH2:34][CH2:35]/[C:27](=[CH:8]\[C:7]4[CH:10]=[CH:11][C:12]([N:13]5[CH:17]=[C:16]([CH3:18])[N:15]=[CH:14]5)=[C:5]([O:4][CH3:3])[CH:6]=4)/[C:28]3=[O:44])[CH2:32][CH2:31]2)=[CH:41][CH:40]=[C:39]([F:42])[N:38]=1. (3) Given the reactants C([Li])CCC.Br[C:7]1[CH:12]=[CH:11][C:10]([C:13]#[C:14][Si:15]([CH:22]([CH3:24])[CH3:23])([CH:19]([CH3:21])[CH3:20])[CH:16]([CH3:18])[CH3:17])=[CH:9][CH:8]=1.[Br:25][C:26]1[CH:27]=[CH:28][C:29]([F:34])=[C:30]([CH:33]=1)[CH:31]=[O:32].O, predict the reaction product. The product is: [Br:25][C:26]1[CH:27]=[CH:28][C:29]([F:34])=[C:30]([CH:31]([C:7]2[CH:12]=[CH:11][C:10]([C:13]#[C:14][Si:15]([CH:22]([CH3:24])[CH3:23])([CH:19]([CH3:21])[CH3:20])[CH:16]([CH3:18])[CH3:17])=[CH:9][CH:8]=2)[OH:32])[CH:33]=1.